This data is from Forward reaction prediction with 1.9M reactions from USPTO patents (1976-2016). The task is: Predict the product of the given reaction. (1) The product is: [C:1]([O:5][C@@H:6]([C:12]1[C:21]([CH3:22])=[CH:20][C:19]2[C:14](=[CH:15][C:16]([F:24])=[C:17]([C:39](=[O:38])[NH:42][CH3:40])[CH:18]=2)[C:13]=1[O:25][S:26]([C:29]([F:32])([F:31])[F:30])(=[O:28])=[O:27])[C:7]([O:9][CH2:10][CH3:11])=[O:8])([CH3:4])([CH3:3])[CH3:2]. Given the reactants [C:1]([O:5][C@@H:6]([C:12]1[C:21]([CH3:22])=[CH:20][C:19]2[C:14](=[CH:15][C:16]([F:24])=[C:17](Cl)[CH:18]=2)[C:13]=1[O:25][S:26]([C:29]([F:32])([F:31])[F:30])(=[O:28])=[O:27])[C:7]([O:9][CH2:10][CH3:11])=[O:8])([CH3:4])([CH3:3])[CH3:2].CN.C1[CH2:39][O:38]CC1.[CH2:40]([N:42](CC)CC)C, predict the reaction product. (2) Given the reactants [Cl:1][C:2]1[CH:3]=[C:4]2[C:10](=[O:11])[O:9][CH2:8][C:5]2=[N:6][CH:7]=1.[F:12][C:13]1[CH:18]=[CH:17][C:16]([OH:19])=[CH:15][CH:14]=1, predict the reaction product. The product is: [Cl:1][C:2]1[CH:7]=[N:6][C:5]([CH2:8][O:19][C:16]2[CH:17]=[CH:18][C:13]([F:12])=[CH:14][CH:15]=2)=[C:4]([CH:3]=1)[C:10]([OH:9])=[O:11]. (3) Given the reactants [NH2:1][CH2:2][C:3]([CH3:28])([CH3:27])[CH2:4][N:5]1[C:9]2[CH:10]=[CH:11][CH:12]=[CH:13][C:8]=2[N:7]=[C:6]1[CH2:14][N:15]([CH3:26])[CH:16]1[C:25]2[N:24]=[CH:23][CH:22]=[CH:21][C:20]=2[CH2:19][CH2:18][CH2:17]1.CN(CC1N(CCCNCCC(C)C)C2C=CC=CC=2N=1)C1[C:40]2N=CC=[CH:36][C:35]=2[CH2:34][CH2:33]C1, predict the reaction product. The product is: [CH3:27][C:3]([CH3:28])([CH2:2][NH:1][CH2:33][CH2:34][CH:35]([CH3:36])[CH3:40])[CH2:4][N:5]1[C:9]2[CH:10]=[CH:11][CH:12]=[CH:13][C:8]=2[N:7]=[C:6]1[CH2:14][N:15]([CH3:26])[CH:16]1[C:25]2[N:24]=[CH:23][CH:22]=[CH:21][C:20]=2[CH2:19][CH2:18][CH2:17]1. (4) Given the reactants [Br:1][C:2]1[CH:3]=[C:4]2[C:9](=[CH:10][C:11]=1[O:12]C)[CH2:8][N:7]([C:14](=[O:19])[C:15]([F:18])([F:17])[F:16])[CH2:6][CH2:5]2.B(Br)(Br)Br, predict the reaction product. The product is: [Br:1][C:2]1[CH:3]=[C:4]2[C:9](=[CH:10][C:11]=1[OH:12])[CH2:8][N:7]([C:14](=[O:19])[C:15]([F:16])([F:18])[F:17])[CH2:6][CH2:5]2.